From a dataset of Reaction yield outcomes from USPTO patents with 853,638 reactions. Predict the reaction yield, written as a fraction of the theoretical maximum amount of product (1.0 means a 100% yield; for example, 0.34 means a 34% yield). (1) The reactants are [C:1]([C:5]1[NH:6][C:7]2[C:12]([CH:13]=1)=[CH:11][CH:10]=[C:9]([N+:14]([O-])=O)[CH:8]=2)([CH3:4])([CH3:3])[CH3:2]. The catalyst is CO.[Ni]. The product is [C:1]([C:5]1[NH:6][C:7]2[C:12]([CH:13]=1)=[CH:11][CH:10]=[C:9]([NH2:14])[CH:8]=2)([CH3:4])([CH3:2])[CH3:3]. The yield is 0.890. (2) The reactants are [NH:1]([C:16]([O:18][CH2:19][CH:20]1[C:32]2[C:27](=[CH:28][CH:29]=[CH:30][CH:31]=2)[C:26]2[C:21]1=[CH:22][CH:23]=[CH:24][CH:25]=2)=[O:17])[C@H:2]([C:13](O)=[O:14])[CH2:3][CH2:4][NH:5][C:6]([O:8][C:9]([CH3:12])([CH3:11])[CH3:10])=[O:7].ClC(OCC)=O.[BH4-].[Na+]. The catalyst is C1COCC1.O.C1COCC1. The product is [C:6]([NH:5][CH2:4][CH2:3][C@H:2]([NH:1][C:16]([O:18][CH2:19][CH:20]1[C:32]2[C:27](=[CH:28][CH:29]=[CH:30][CH:31]=2)[C:26]2[C:21]1=[CH:22][CH:23]=[CH:24][CH:25]=2)=[O:17])[CH2:13][OH:14])([O:8][C:9]([CH3:11])([CH3:12])[CH3:10])=[O:7]. The yield is 0.720. (3) The reactants are [F:1][C:2]([F:7])([F:6])[C:3]([OH:5])=[O:4].[CH3:8][O:9][CH2:10][CH2:11][CH:12]([N:19]1[CH:23]=[C:22]([C:24]2[C:25]3[CH:32]=[CH:31][N:30](COCC[Si](C)(C)C)[C:26]=3[N:27]=[CH:28][N:29]=2)[CH:21]=[N:20]1)[C:13]1[CH:18]=[CH:17][CH:16]=[CH:15][CH:14]=1.C(Cl)Cl.CO.C(N)CN. No catalyst specified. The product is [F:1][C:2]([F:7])([F:6])[C:3]([OH:5])=[O:4].[CH3:8][O:9][CH2:10][CH2:11][CH:12]([N:19]1[CH:23]=[C:22]([C:24]2[C:25]3[CH:32]=[CH:31][NH:30][C:26]=3[N:27]=[CH:28][N:29]=2)[CH:21]=[N:20]1)[C:13]1[CH:14]=[CH:15][CH:16]=[CH:17][CH:18]=1. The yield is 0.600. (4) The catalyst is CO.O.[Zn]. The yield is 0.810. The reactants are [CH3:1][O:2][C:3]1[CH:4]=[CH:5][C:6]([C:37]([F:40])([F:39])[F:38])=[C:7]([C:9]2[CH:14]=[CH:13][CH:12]=[C:11]([NH:15][C:16]([C:18]3[N:19]([C:30]([O:32][C:33]([CH3:36])([CH3:35])[CH3:34])=[O:31])[C:20]4[C:25]([CH:26]=3)=[CH:24][CH:23]=[C:22]([N+:27]([O-])=O)[CH:21]=4)=[O:17])[CH:10]=2)[CH:8]=1.[NH4+].[Cl-].[CH3:43][S:44](Cl)(=[O:46])=[O:45]. The product is [CH3:1][O:2][C:3]1[CH:4]=[CH:5][C:6]([C:37]([F:40])([F:39])[F:38])=[C:7]([C:9]2[CH:14]=[CH:13][CH:12]=[C:11]([NH:15][C:16]([C:18]3[N:19]([C:30]([O:32][C:33]([CH3:36])([CH3:35])[CH3:34])=[O:31])[C:20]4[C:25]([CH:26]=3)=[CH:24][CH:23]=[C:22]([NH:27][S:44]([CH3:43])(=[O:46])=[O:45])[CH:21]=4)=[O:17])[CH:10]=2)[CH:8]=1. (5) The reactants are [NH2:1][C:2]1[CH:10]=[CH:9][CH:8]=[C:7]2[C:3]=1[C:4](=[O:20])[N:5]([CH:12]1[CH2:17][CH2:16][C:15](=[O:18])[NH:14][C:13]1=[O:19])[C:6]2=[O:11].[C:21](Cl)(=[O:26])[CH2:22][CH2:23][CH2:24][CH3:25]. The catalyst is C1COCC1. The product is [O:19]=[C:13]1[CH:12]([N:5]2[C:4](=[O:20])[C:3]3[C:7](=[CH:8][CH:9]=[CH:10][C:2]=3[NH:1][C:21](=[O:26])[CH2:22][CH2:23][CH2:24][CH3:25])[C:6]2=[O:11])[CH2:17][CH2:16][C:15](=[O:18])[NH:14]1. The yield is 0.850. (6) The reactants are [OH:1][C@H:2]([CH3:22])[C:3]([NH:5][C@H:6]1[CH2:11][CH2:10][C@H:9]([C@H:12]([NH:14]C(=O)OC(C)(C)C)[CH3:13])[CH2:8][CH2:7]1)=[O:4].Cl.O1CCOCC1. The catalyst is ClCCl. The product is [NH2:14][C@@H:12]([C@H:9]1[CH2:8][CH2:7][C@H:6]([NH:5][C:3](=[O:4])[C@H:2]([OH:1])[CH3:22])[CH2:11][CH2:10]1)[CH3:13]. The yield is 1.00. (7) The reactants are [O:1]([C:5]1[CH:10]=[CH:9][C:8]([N+:11]([O-])=O)=[CH:7][N:6]=1)[CH:2]([CH3:4])[CH3:3]. The yield is 0.990. The product is [O:1]([C:5]1[CH:10]=[CH:9][C:8]([NH2:11])=[CH:7][N:6]=1)[CH:2]([CH3:4])[CH3:3]. The catalyst is C(O)(=O)C.CCOC(C)=O.[Fe].